From a dataset of Forward reaction prediction with 1.9M reactions from USPTO patents (1976-2016). Predict the product of the given reaction. Given the reactants [CH2:1]([OH:5])[CH2:2][CH2:3][CH3:4].Br[CH2:7][CH2:8][CH2:9][CH2:10][CH2:11][CH2:12][Br:13].[OH-].[Na+], predict the reaction product. The product is: [Br:13][C:12]1[CH:7]=[C:8]([CH2:4][CH2:3][CH2:2][CH2:1][O:5][CH2:7][CH2:8][CH2:9][CH2:10][CH2:11][CH2:12][Br:13])[CH:9]=[CH:10][CH:11]=1.